From a dataset of Full USPTO retrosynthesis dataset with 1.9M reactions from patents (1976-2016). Predict the reactants needed to synthesize the given product. (1) Given the product [Br:1][C:2]1[CH:7]=[CH:6][C:5]([S:8]([CH:22]([CH3:24])[CH3:23])(=[O:10])=[O:9])=[CH:4][C:3]=1[F:12], predict the reactants needed to synthesize it. The reactants are: [Br:1][C:2]1[CH:7]=[CH:6][C:5]([S:8](Cl)(=[O:10])=[O:9])=[CH:4][C:3]=1[F:12].O.NN.C([O-])(=O)C.[Na+].Br[CH:22]([CH3:24])[CH3:23]. (2) Given the product [OH:33][CH2:32][CH2:31][N:23]1[CH2:24][CH2:25][CH:20]([NH:19][S:16]([C:14]2[CH:15]=[C:10]([S:7]([C:1]3[CH:2]=[CH:3][CH:4]=[CH:5][CH:6]=3)(=[O:9])=[O:8])[CH:11]=[CH:12][C:13]=2[C:26]([F:28])([F:29])[F:27])(=[O:18])=[O:17])[CH2:21][CH2:22]1, predict the reactants needed to synthesize it. The reactants are: [C:1]1([S:7]([C:10]2[CH:11]=[CH:12][C:13]([C:26]([F:29])([F:28])[F:27])=[C:14]([S:16]([NH:19][CH:20]3[CH2:25][CH2:24][NH:23][CH2:22][CH2:21]3)(=[O:18])=[O:17])[CH:15]=2)(=[O:9])=[O:8])[CH:6]=[CH:5][CH:4]=[CH:3][CH:2]=1.Br[CH2:31][CH2:32][OH:33].C(N(CC)CC)C.